This data is from Catalyst prediction with 721,799 reactions and 888 catalyst types from USPTO. The task is: Predict which catalyst facilitates the given reaction. (1) Reactant: [Br:1][C:2]1[C:3]([NH:8][C:9](=[O:16])[O:10][CH2:11][C:12]([Cl:15])([Cl:14])[Cl:13])=[N:4][O:5][C:6]=1[CH3:7].[C:17]([O:25][CH3:26])(=[O:24])[CH:18]([CH2:20][CH:21]([CH3:23])[CH3:22])O.C1(P(C2C=CC=CC=2)C2C=CC=CC=2)C=CC=CC=1.N(C(OC(C)C)=O)=NC(OC(C)C)=O. Product: [Br:1][C:2]1[C:3]([N:8]([C:9]([O:10][CH2:11][C:12]([Cl:14])([Cl:13])[Cl:15])=[O:16])[C@H:18]([C:17]([O:25][CH3:26])=[O:24])[CH2:20][CH:21]([CH3:23])[CH3:22])=[N:4][O:5][C:6]=1[CH3:7]. The catalyst class is: 136. (2) Reactant: [C:1]([O:5][C:6]([N:8]1[CH2:13][C:12](=O)[NH:11][C@@H:10]([CH2:15][O:16][C:17]2[CH:26]=[CH:25][C:24]3[C:19](=[CH:20][CH:21]=[CH:22][CH:23]=3)[CH:18]=2)[CH2:9]1)=[O:7])([CH3:4])([CH3:3])[CH3:2]. Product: [C:1]([O:5][C:6]([N:8]1[CH2:13][CH2:12][NH:11][C@@H:10]([CH2:15][O:16][C:17]2[CH:26]=[CH:25][C:24]3[C:19](=[CH:20][CH:21]=[CH:22][CH:23]=3)[CH:18]=2)[CH2:9]1)=[O:7])([CH3:4])([CH3:2])[CH3:3]. The catalyst class is: 1. (3) Reactant: B.[F:2][C:3]1[CH:8]=[CH:7][CH:6]=[CH:5][C:4]=1[NH:9][C:10]1[O:14][C:13]([C:15]([NH:17][C:18]2[CH:23]=[CH:22][C:21]([CH:24]3[CH2:29][CH2:28][CH:27]([CH2:30][C:31](O)=[O:32])[CH2:26][CH2:25]3)=[CH:20][CH:19]=2)=[O:16])=[N:12][N:11]=1. Product: [F:2][C:3]1[CH:8]=[CH:7][CH:6]=[CH:5][C:4]=1[NH:9][C:10]1[O:14][C:13]([C:15]([NH:17][C:18]2[CH:19]=[CH:20][C:21]([CH:24]3[CH2:29][CH2:28][CH:27]([CH2:30][CH2:31][OH:32])[CH2:26][CH2:25]3)=[CH:22][CH:23]=2)=[O:16])=[N:12][N:11]=1. The catalyst class is: 1. (4) Reactant: C(/[N:14]=[CH:15]/[C:16]1[CH:25]=[C:24]2[C:19]([CH:20]=[CH:21][C:22]([C:26]3[CH:31]=[CH:30][CH:29]=[CH:28][CH:27]=3)=[N:23]2)=[CH:18][CH:17]=1)(C1C=CC=CC=1)C1C=CC=CC=1.Cl[C:33]1[C:38]([Cl:39])=[N:37][CH:36]=[CH:35][N:34]=1. Product: [Cl:39][C:38]1[C:33]([CH:15]([C:16]2[CH:25]=[C:24]3[C:19]([CH:20]=[CH:21][C:22]([C:26]4[CH:27]=[CH:28][CH:29]=[CH:30][CH:31]=4)=[N:23]3)=[CH:18][CH:17]=2)[NH2:14])=[N:34][CH:35]=[CH:36][N:37]=1. The catalyst class is: 1. (5) The catalyst class is: 683. Reactant: COC1C=CC(CC#N)=CC=1.C([N-]C(C)C)(C)C.[Li+].C1CCCCC1.CI.C(OC1C=CC(C(C)C#N)=CC=1)C.[CH3:41][O:42][C:43]1[CH:48]=[CH:47][C:46]([C:49]([CH3:53])([CH3:52])[C:50]#[N:51])=[CH:45][CH:44]=1.[H-].[Al+3].[Li+].[H-].[H-].[H-]. Product: [CH3:41][O:42][C:43]1[CH:48]=[CH:47][C:46]([C:49]([CH3:53])([CH3:52])[CH2:50][NH2:51])=[CH:45][CH:44]=1. (6) Reactant: [Cl:1][C:2]1[CH:7]=[CH:6][C:5]([N:8]2[C:12]3[CH:13]=[CH:14][CH:15]=[CH:16][C:11]=3[NH:10][S:9]2(=[O:18])=[O:17])=[CH:4][CH:3]=1.C1(P(C2C=CC=CC=2)C2C=CC=CC=2)C=CC=CC=1.[Br:38][CH2:39][CH2:40][CH2:41]O.CC(OC(/N=N/C(OC(C)C)=O)=O)C. Product: [Br:38][CH2:39][CH2:40][CH2:41][N:10]1[S:9](=[O:17])(=[O:18])[N:8]([C:5]2[CH:6]=[CH:7][C:2]([Cl:1])=[CH:3][CH:4]=2)[C:12]2[CH:13]=[CH:14][CH:15]=[CH:16][C:11]1=2. The catalyst class is: 1.